Dataset: Catalyst prediction with 721,799 reactions and 888 catalyst types from USPTO. Task: Predict which catalyst facilitates the given reaction. (1) Reactant: CCN(S(F)(F)[F:7])CC.[Cl:10][C:11]1[N:16]=[CH:15][N:14]=[C:13]([C:17](O)([CH3:19])[CH3:18])[CH:12]=1. Product: [Cl:10][C:11]1[CH:12]=[C:13]([C:17]([F:7])([CH3:19])[CH3:18])[N:14]=[CH:15][N:16]=1. The catalyst class is: 2. (2) Reactant: [Cl:1][C:2]1[N:7]=[C:6]2[NH:8][C:9](=[O:11])[CH2:10][C:5]2=[CH:4][CH:3]=1.[H-].[Na+].Br[CH2:15][CH2:16]Br. Product: [Cl:1][C:2]1[N:7]=[C:6]2[NH:8][C:9](=[O:11])[C:10]3([CH2:16][CH2:15]3)[C:5]2=[CH:4][CH:3]=1. The catalyst class is: 3. (3) Reactant: [F:1][C:2]1[CH:9]=[CH:8][C:5]([CH:6]=[O:7])=[C:4]([CH:10]=[CH2:11])[CH:3]=1.[BH4-].[Na+]. Product: [F:1][C:2]1[CH:9]=[CH:8][C:5]([CH2:6][OH:7])=[C:4]([CH:10]=[CH2:11])[CH:3]=1. The catalyst class is: 24. (4) Reactant: [Cl:1][C:2]1[CH:7]=[C:6]([C:8]([OH:10])=O)[CH:5]=[CH:4][N:3]=1.S(Cl)([Cl:13])=O. Product: [Cl:1][C:2]1[CH:7]=[C:6]([C:8]([Cl:13])=[O:10])[CH:5]=[CH:4][N:3]=1. The catalyst class is: 9. (5) Reactant: [O:1]1[CH2:6][CH2:5][N:4]([CH2:7][C:8]2[CH:9]=[C:10]([CH:14]=[CH:15][CH:16]=2)[C:11]([OH:13])=O)[CH2:3][CH2:2]1.[NH2:17][CH2:18][CH:19]([OH:31])[CH2:20][N:21]1[CH2:30][CH2:29][C:28]2[C:23](=[CH:24][CH:25]=[CH:26][CH:27]=2)[CH2:22]1.C1N(P(Cl)(N2C(=O)OCC2)=O)C(=O)OC1. Product: [CH2:22]1[C:23]2[C:28](=[CH:27][CH:26]=[CH:25][CH:24]=2)[CH2:29][CH2:30][N:21]1[CH2:20][CH:19]([OH:31])[CH2:18][NH:17][C:11](=[O:13])[C:10]1[CH:14]=[CH:15][CH:16]=[C:8]([CH2:7][N:4]2[CH2:3][CH2:2][O:1][CH2:6][CH2:5]2)[CH:9]=1. The catalyst class is: 23.